This data is from Forward reaction prediction with 1.9M reactions from USPTO patents (1976-2016). The task is: Predict the product of the given reaction. Given the reactants [C:1]([O:5][C:6](=[O:37])[NH:7][CH2:8][CH:9]([C:30]1[CH:35]=[CH:34][CH:33]=[C:32]([NH2:36])[CH:31]=1)[NH:10][C:11]([C:13]1[S:29][C:16]2=[N:17][C:18]3[CH2:19][CH2:20][CH:21]([C:25]([CH3:28])([CH3:27])[CH3:26])[CH2:22][C:23]=3[CH:24]=[C:15]2[CH:14]=1)=[O:12])([CH3:4])([CH3:3])[CH3:2].C(N(CC)CC)C.[C:45](Cl)(=[O:47])[CH3:46], predict the reaction product. The product is: [C:1]([O:5][C:6](=[O:37])[NH:7][CH2:8][CH:9]([C:30]1[CH:35]=[CH:34][CH:33]=[C:32]([NH:36][C:45](=[O:47])[CH3:46])[CH:31]=1)[NH:10][C:11]([C:13]1[S:29][C:16]2=[N:17][C:18]3[CH2:19][CH2:20][CH:21]([C:25]([CH3:28])([CH3:27])[CH3:26])[CH2:22][C:23]=3[CH:24]=[C:15]2[CH:14]=1)=[O:12])([CH3:2])([CH3:3])[CH3:4].